From a dataset of Forward reaction prediction with 1.9M reactions from USPTO patents (1976-2016). Predict the product of the given reaction. (1) Given the reactants [F:1][C:2]1[CH:32]=[CH:31][C:30]([F:33])=[CH:29][C:3]=1[CH2:4][N:5]1[C:10](=[O:11])[CH:9]=[CH:8][C:7]([CH2:12][C:13]2[C:21]3[C:16](=[CH:17][CH:18]=[C:19]([F:22])[CH:20]=3)[N:15]([CH2:23][C:24]([O:26]C)=[O:25])[C:14]=2[CH3:28])=[CH:6]1.O.[OH-].[Li+], predict the reaction product. The product is: [F:1][C:2]1[CH:32]=[CH:31][C:30]([F:33])=[CH:29][C:3]=1[CH2:4][N:5]1[C:10](=[O:11])[CH:9]=[CH:8][C:7]([CH2:12][C:13]2[C:21]3[C:16](=[CH:17][CH:18]=[C:19]([F:22])[CH:20]=3)[N:15]([CH2:23][C:24]([OH:26])=[O:25])[C:14]=2[CH3:28])=[CH:6]1. (2) Given the reactants [OH:1][C@@H:2]1[CH2:6][CH2:5][N:4]([C:7]([O:9][C:10]([CH3:13])([CH3:12])[CH3:11])=[O:8])[CH2:3]1.C(N(CC)CC)C.[CH3:21][S:22](Cl)(=[O:24])=[O:23], predict the reaction product. The product is: [CH3:21][S:22]([O:1][C@@H:2]1[CH2:6][CH2:5][N:4]([C:7]([O:9][C:10]([CH3:13])([CH3:12])[CH3:11])=[O:8])[CH2:3]1)(=[O:24])=[O:23]. (3) Given the reactants [Cl:1][C:2]1[CH:3]=[CH:4][CH:5]=[C:6]2[C:10]=1[NH:9][N:8]=[C:7]2[C:11]1[CH:16]=[CH:15][C:14]([O:17][CH3:18])=[CH:13][CH:12]=1.[H-].[Na+].I[CH:22]([CH3:24])[CH3:23], predict the reaction product. The product is: [Cl:1][C:2]1[CH:3]=[CH:4][CH:5]=[C:6]2[C:10]=1[N:9]([CH:22]([CH3:24])[CH3:23])[N:8]=[C:7]2[C:11]1[CH:16]=[CH:15][C:14]([O:17][CH3:18])=[CH:13][CH:12]=1. (4) Given the reactants [OH:1][C:2]1[CH:7]=[C:6]([O:8][CH3:9])[CH:5]=[CH:4][C:3]=1[C:10](=[O:14])[CH:11]([CH3:13])[CH3:12].C([O-])([O-])=O.[Cs+].[Cs+].Br[CH2:22][C:23]([O:25][CH2:26][CH3:27])=[O:24], predict the reaction product. The product is: [CH2:26]([O:25][C:23](=[O:24])[CH2:22][O:1][C:2]1[CH:7]=[C:6]([O:8][CH3:9])[CH:5]=[CH:4][C:3]=1[C:10](=[O:14])[CH:11]([CH3:12])[CH3:13])[CH3:27]. (5) Given the reactants [F:1][C:2]1([F:8])[CH2:5][CH:4]([C:6]#N)[CH2:3]1.Br[CH2:10][C:11]([O:13][CH2:14][CH3:15])=[O:12].Cl.C1C[O:20]CC1, predict the reaction product. The product is: [CH2:14]([O:13][C:11](=[O:12])[CH2:10][C:6]([CH:4]1[CH2:5][C:2]([F:8])([F:1])[CH2:3]1)=[O:20])[CH3:15].